Binary Classification. Given a drug SMILES string, predict its activity (active/inactive) in a high-throughput screening assay against a specified biological target. From a dataset of M1 muscarinic receptor antagonist screen with 61,756 compounds. (1) The molecule is S(=O)(=O)(N(C1CCCCC1)Cc1onc(n1)c1ccccc1)c1ccccc1. The result is 0 (inactive). (2) The drug is Fc1c(N2CCN(CC2)C)nc(N2CCN(CC2)c2ccccc2)nc1. The result is 0 (inactive). (3) The drug is FC(F)(F)c1c(C2C(=CN(CCCN3CCCC3=O)C=C2C(OC)=O)C(OC)=O)cccc1. The result is 0 (inactive). (4) The drug is S(=O)(=O)(c1cc2nc(sc2cc1)C)C(F)(F)F. The result is 0 (inactive).